Predict the reaction yield, written as a fraction of the theoretical maximum amount of product (1.0 means a 100% yield; for example, 0.34 means a 34% yield). From a dataset of Reaction yield outcomes from USPTO patents with 853,638 reactions. (1) The product is [CH3:32][O:33][C:34]1[CH:35]=[C:36]([NH:37][C:19]([S:30][CH3:31])=[C:20]2[C:25](=[O:26])[O:24][C:23]([CH3:28])([CH3:27])[O:22][C:21]2=[O:29])[CH:38]=[CH:39][C:40]=1[O:41][CH3:42]. The reactants are FC1C=CC(C2CC2(C(N)=O)C(N)=O)=CC=1.CS[C:19]([S:30][CH3:31])=[C:20]1[C:25](=[O:26])[O:24][C:23]([CH3:28])([CH3:27])[O:22][C:21]1=[O:29].[CH3:32][O:33][C:34]1[CH:35]=[C:36]([CH:38]=[CH:39][C:40]=1[O:41][CH3:42])[NH2:37]. The yield is 0.830. The catalyst is CCO. (2) The product is [F:15][C@H:13]1[CH2:12][N:11]([C:16]2[CH:41]=[CH:40][N:39]=[CH:38][C:37]=2[N+:42]([O-:44])=[O:43])[CH2:10][C@@H:9]([NH:8][C:6](=[O:7])[O:5][C:1]([CH3:2])([CH3:3])[CH3:4])[CH2:14]1. The reactants are [C:1]([O:5][C:6]([NH:8][C@H:9]1[CH2:14][C@@H:13]([F:15])[CH2:12][N:11]([C:16](OCC2C=CC=CC=2)=O)[CH2:10]1)=[O:7])([CH3:4])([CH3:3])[CH3:2].CCN(C(C)C)C(C)C.ClC1[CH:41]=[CH:40][N:39]=[CH:38][C:37]=1[N+:42]([O-:44])=[O:43]. The catalyst is [Pd].CO. The yield is 0.900. (3) The reactants are FC(F)(F)C(O)=O.[F:8][C:9]1[CH:27]=[C:26]([S:28]([CH3:31])(=[O:30])=[O:29])[C:25]([F:32])=[CH:24][C:10]=1[CH2:11][N:12]1[CH2:16][CH2:15][N:14]([CH:17]2[CH2:22][CH2:21][NH:20][CH2:19][CH2:18]2)[C:13]1=[O:23].C(N(C(C)C)CC)(C)C.F[C:43]1[C:48]([F:49])=[CH:47][C:46]([C:50]([F:53])([F:52])[F:51])=[CH:45][N:44]=1. The catalyst is CN(C=O)C.CCOC(C)=O. The product is [F:8][C:9]1[CH:27]=[C:26]([S:28]([CH3:31])(=[O:30])=[O:29])[C:25]([F:32])=[CH:24][C:10]=1[CH2:11][N:12]1[CH2:16][CH2:15][N:14]([CH:17]2[CH2:22][CH2:21][N:20]([C:43]3[C:48]([F:49])=[CH:47][C:46]([C:50]([F:53])([F:51])[F:52])=[CH:45][N:44]=3)[CH2:19][CH2:18]2)[C:13]1=[O:23]. The yield is 0.160. (4) The reactants are [CH2:1]([O:3][C:4](=[O:26])[CH2:5][NH:6][CH2:7][CH2:8][NH:9][S:10]([C:13]1[CH:18]=[CH:17][C:16]([C:19]([F:22])([F:21])[F:20])=[CH:15][C:14]=1[N+:23]([O-:25])=[O:24])(=[O:12])=[O:11])[CH3:2].[N:27]1([CH2:36][C:37](O)=[O:38])[CH:35]=[C:33]([CH3:34])[C:31](=[O:32])[NH:30][C:28]1=[O:29]. No catalyst specified. The product is [CH2:1]([O:3][C:4](=[O:26])[CH2:5][N:6]([CH2:7][CH2:8][NH:9][S:10]([C:13]1[CH:18]=[CH:17][C:16]([C:19]([F:22])([F:21])[F:20])=[CH:15][C:14]=1[N+:23]([O-:25])=[O:24])(=[O:12])=[O:11])[C:37](=[O:38])[CH2:36][N:27]1[CH:35]=[C:33]([CH3:34])[C:31](=[O:32])[NH:30][C:28]1=[O:29])[CH3:2]. The yield is 0.950. (5) The reactants are [H-].[Na+].[N:3]1([C:9](=[O:13])[C@H:10]([OH:12])[CH3:11])[CH2:8][CH2:7][O:6][CH2:5][CH2:4]1.[C:14]1([CH3:24])[CH:19]=[CH:18][C:17]([S:20](Cl)(=[O:22])=[O:21])=[CH:16][CH:15]=1.Cl. The catalyst is O1CCCC1.C(OCC)C. The product is [CH3:24][C:14]1[CH:19]=[CH:18][C:17]([S:20]([O:12][C@H:10]([CH3:11])[C:9]([N:3]2[CH2:8][CH2:7][O:6][CH2:5][CH2:4]2)=[O:13])(=[O:22])=[O:21])=[CH:16][CH:15]=1. The yield is 0.580. (6) The reactants are [CH2:1]([N:5]1[C:13]2[N:12]=[C:11]([Cl:14])[N:10](CC=C)[C:9]=2[C:8](=[O:18])[N:7]([CH2:19][CH2:20][CH2:21][CH2:22][C:23]2[N:24]=[CH:25][NH:26]C=2)[C:6]1=[O:28])[CH2:2][CH2:3][CH3:4].[CH2:29](Br)[C:30]1[CH:35]=[CH:34][CH:33]=[CH:32][CH:31]=1.CCN(C(C)C)C(C)C.N1CCOCC1. The catalyst is C1COCC1.C1C=CC([P]([Pd]([P](C2C=CC=CC=2)(C2C=CC=CC=2)C2C=CC=CC=2)([P](C2C=CC=CC=2)(C2C=CC=CC=2)C2C=CC=CC=2)[P](C2C=CC=CC=2)(C2C=CC=CC=2)C2C=CC=CC=2)(C2C=CC=CC=2)C2C=CC=CC=2)=CC=1. The product is [CH2:1]([N:5]1[C:13]2[N:12]=[C:11]([Cl:14])[NH:10][C:9]=2[C:8](=[O:18])[N:7]([CH2:19][CH2:20][CH2:21][C:22]2[N:26]=[CH:25][N:24]([CH2:29][C:30]3[CH:35]=[CH:34][CH:33]=[CH:32][CH:31]=3)[CH:23]=2)[C:6]1=[O:28])[CH2:2][CH2:3][CH3:4]. The yield is 0.0200. (7) The yield is 0.920. The product is [F:15][CH:14]([F:16])[O:3][C:4]1[CH:9]=[CH:8][CH:7]=[CH:6][C:5]=1[C:10](=[O:12])[CH3:11]. The catalyst is C(#N)C.O. The reactants are [OH-].[K+].[OH:3][C:4]1[CH:9]=[CH:8][CH:7]=[CH:6][C:5]=1[C:10](=[O:12])[CH3:11].Br[C:14](P(=O)(OCC)OCC)([F:16])[F:15]. (8) The reactants are [OH:1][C:2]([CH2:4][CH2:5][CH2:6][CH2:7][C@H:8]1[C@@H:16]2[C@@H:11]([NH:12][C:13]([NH:15]2)=[O:14])[CH2:10][S:9]1)=[O:3].O[N:18]=[C:19]([NH2:35])[CH2:20][CH2:21][CH2:22][CH2:23][N:24]1[C:28]2[CH:29]=[C:30]([CH3:33])[CH:31]=[CH:32][C:27]=2[O:26][C:25]1=[O:34].CCN=C=NCCCN(C)C.Cl.CCN(C(C)C)C(C)C. The catalyst is CN(C=O)C.ClCCl. The product is [O:14]=[C:13]1[NH:12][C@H:11]2[CH2:10][S:9][C@@H:8]([CH2:7][CH2:6][CH2:5][CH2:4][C:2]([O:1]/[N:18]=[C:19](\[NH2:35])/[CH2:20][CH2:21][CH2:22][CH2:23][N:24]3[C:28]4[CH:29]=[C:30]([CH3:33])[CH:31]=[CH:32][C:27]=4[O:26][C:25]3=[O:34])=[O:3])[C@H:16]2[NH:15]1. The yield is 0.510. (9) The reactants are [H-].[Al+3].[Li+].[H-].[H-].[H-].CCOCC.C([O:15][C:16](=O)[CH:17]([C:19]1[CH:20]=[C:21]2[C:25](=[CH:26][CH:27]=1)[N:24]([CH3:28])[N:23]=[C:22]2[C:29]1[N:34]=[C:33]([O:35][C@H:36]2[CH2:43][N:42]([C:44]([O:46][C:47]([CH3:50])([CH3:49])[CH3:48])=[O:45])[CH2:41][CH2:40][C:37]32[CH2:39][CH2:38]3)[CH:32]=[N:31][CH:30]=1)[CH3:18])(C)C. The catalyst is C1COCC1. The product is [OH:15][CH2:16][CH:17]([C:19]1[CH:20]=[C:21]2[C:25](=[CH:26][CH:27]=1)[N:24]([CH3:28])[N:23]=[C:22]2[C:29]1[N:34]=[C:33]([O:35][C@H:36]2[CH2:43][N:42]([C:44]([O:46][C:47]([CH3:48])([CH3:50])[CH3:49])=[O:45])[CH2:41][CH2:40][C:37]32[CH2:38][CH2:39]3)[CH:32]=[N:31][CH:30]=1)[CH3:18]. The yield is 0.668. (10) The product is [C:30]([C@@:16]1([OH:17])[C@@H:18]([CH:19]([C:21](=[O:28])[C:22]2[CH:27]=[CH:26][CH:25]=[CH:24][CH:23]=2)[OH:20])[O:29][C@@H:14]([N:13]2[CH:40]=[CH:41][C:10](=[O:45])[NH:11][C:12]2=[O:42])[C@@:15]1([F:39])[CH3:38])(=[O:37])[C:31]1[CH:36]=[CH:35][CH:34]=[CH:33][CH:32]=1. No catalyst specified. The reactants are C(N[C:10]1[CH:41]=[CH:40][N:13]([C@@H:14]2[O:29][C@H:18]([CH:19]([C:21](=[O:28])[C:22]3[CH:27]=[CH:26][CH:25]=[CH:24][CH:23]=3)[OH:20])[C@@:16]([C:30](=[O:37])[C:31]3[CH:36]=[CH:35][CH:34]=[CH:33][CH:32]=3)([OH:17])[C@:15]2([F:39])[CH3:38])[C:12](=[O:42])[N:11]=1)(=O)C1C=CC=CC=1.CC(O)=[O:45]. The yield is 0.910.